This data is from Forward reaction prediction with 1.9M reactions from USPTO patents (1976-2016). The task is: Predict the product of the given reaction. (1) Given the reactants [F:1][C:2]1[CH:3]=[C:4]([C@H:8]2[CH2:12][C@@H:11]([OH:13])[CH2:10][N:9]2[C:14]([O:16][C:17]([CH3:20])([CH3:19])[CH3:18])=[O:15])[CH:5]=[CH:6][CH:7]=1.ClN1C(=O)N(Cl)C(=O)N(Cl)C1=O.CC1(C)N([O])C(C)(C)CCC1.C([O-])(O)=O.[Na+], predict the reaction product. The product is: [F:1][C:2]1[CH:3]=[C:4]([C@H:8]2[CH2:12][C:11](=[O:13])[CH2:10][N:9]2[C:14]([O:16][C:17]([CH3:20])([CH3:19])[CH3:18])=[O:15])[CH:5]=[CH:6][CH:7]=1. (2) Given the reactants [Cl:1][C:2]1[N:3]=[C:4](Cl)[C:5]2[CH:10]=[CH:9][N:8]([S:11]([C:14]3[CH:19]=[CH:18][C:17]([CH3:20])=[CH:16][CH:15]=3)(=[O:13])=[O:12])[C:6]=2[N:7]=1.[NH2:22][C:23]1[CH:31]=[CH:30][CH:29]=[C:28]([O:32][CH3:33])[C:24]=1[C:25]([NH2:27])=[O:26], predict the reaction product. The product is: [Cl:1][C:2]1[N:3]=[C:4]([NH:22][C:23]2[CH:31]=[CH:30][CH:29]=[C:28]([O:32][CH3:33])[C:24]=2[C:25]([NH2:27])=[O:26])[C:5]2[CH:10]=[CH:9][N:8]([S:11]([C:14]3[CH:19]=[CH:18][C:17]([CH3:20])=[CH:16][CH:15]=3)(=[O:13])=[O:12])[C:6]=2[N:7]=1. (3) Given the reactants [CH2:1]([O:3][C:4]([N:6]1[CH2:20][CH2:19][C:10]2[C:11]3[C:12](=[O:18])[CH2:13][CH2:14][C:15]=3[CH:16]=[CH:17][C:9]=2[CH2:8][CH2:7]1)=[O:5])[CH3:2].[CH:21]1([Mg]Br)[CH2:23][CH2:22]1, predict the reaction product. The product is: [CH2:1]([O:3][C:4]([N:6]1[CH2:20][CH2:19][C:10]2[C:11]3[C:12]([CH:21]4[CH2:23][CH2:22]4)([OH:18])[CH2:13][CH2:14][C:15]=3[CH:16]=[CH:17][C:9]=2[CH2:8][CH2:7]1)=[O:5])[CH3:2]. (4) Given the reactants [CH3:1][C:2]1[N:7]=[C:6]([C:8]2[C:9]([C:16]3[CH:25]=[C:24]4[C:19]([N:20]=[CH:21][C:22](=O)[NH:23]4)=[CH:18][CH:17]=3)=[C:10]3[CH2:15][CH2:14][CH2:13][N:11]3[N:12]=2)[CH:5]=[CH:4][CH:3]=1.C[N:28]([CH:30]=[O:31])C, predict the reaction product. The product is: [CH3:1][C:2]1[N:7]=[C:6]([C:8]2[C:9]([C:16]3[CH:25]=[C:24]4[C:19]([N:20]=[CH:21][C:22]([C:30]([NH2:28])=[O:31])=[N:23]4)=[CH:18][CH:17]=3)=[C:10]3[CH2:15][CH2:14][CH2:13][N:11]3[N:12]=2)[CH:5]=[CH:4][CH:3]=1. (5) Given the reactants Cl[C:2]1[CH:7]=[C:6]([N:8]2[CH2:12][CH2:11][CH2:10][CH2:9]2)[N:5]=[C:4]([N:13]([CH2:16][CH3:17])[CH2:14][CH3:15])[N:3]=1.[CH2:18]([NH2:21])[CH2:19][NH2:20], predict the reaction product. The product is: [NH2:20][CH2:19][CH2:18][NH:21][C:2]1[CH:7]=[C:6]([N:8]2[CH2:12][CH2:11][CH2:10][CH2:9]2)[N:5]=[C:4]([N:13]([CH2:16][CH3:17])[CH2:14][CH3:15])[N:3]=1. (6) Given the reactants [CH:1]1([CH2:7][CH:8]([C:12]([NH:14][C:15]2[CH:20]=[CH:19][CH:18]=[CH:17][CH:16]=2)=[O:13])[C:9]([OH:11])=O)[CH2:6][CH2:5][CH2:4][CH2:3][CH2:2]1.CCN=C=NCCCN(C)C.C1C=[C:36]2[N:38]=N[N:40](O)[C:35]2=CC=1.O.S(=O)(=O)(O)O.NCC#N.CN1CCOCC1, predict the reaction product. The product is: [C:36]([CH2:35][NH:40][C:9](=[O:11])[CH:8]([CH2:7][CH:1]1[CH2:2][CH2:3][CH2:4][CH2:5][CH2:6]1)[C:12]([NH:14][C:15]1[CH:20]=[CH:19][CH:18]=[CH:17][CH:16]=1)=[O:13])#[N:38]. (7) Given the reactants [NH2:1][C:2]1[C:7]([Br:8])=[C:6]([NH:9][CH2:10][CH3:11])[N:5]=[C:4]([N:12]2[CH:16]=[C:15]([C:17]([OH:19])=O)[CH:14]=[N:13]2)[N:3]=1.[NH:20]1[CH2:25][CH2:24][O:23][CH2:22][CH2:21]1.C(N(CC)CC)C.CN(C(ON1N=NC2C=CC=NC1=2)=[N+](C)C)C.F[P-](F)(F)(F)(F)F, predict the reaction product. The product is: [NH2:1][C:2]1[C:7]([Br:8])=[C:6]([NH:9][CH2:10][CH3:11])[N:5]=[C:4]([N:12]2[CH:16]=[C:15]([C:17]([N:20]3[CH2:25][CH2:24][O:23][CH2:22][CH2:21]3)=[O:19])[CH:14]=[N:13]2)[N:3]=1. (8) Given the reactants [CH2:1]([O:5][CH:6]1[CH2:11][CH2:10][CH2:9][CH2:8][O:7]1)[CH2:2][C:3]#[CH:4].Cl[C:13]([O:15][CH2:16][CH3:17])=[O:14], predict the reaction product. The product is: [CH2:16]([O:15][C:13](=[O:14])[C:4]#[C:3][CH2:2][CH2:1][O:5][CH:6]1[CH2:11][CH2:10][CH2:9][CH2:8][O:7]1)[CH3:17]. (9) Given the reactants C([SiH](CC)CC)C.[S:8]1[C:12]([CH:13]([C:15]2[CH:24]=[C:23]([Br:25])[C:22]3[C:17](=[CH:18][CH:19]=[CH:20][CH:21]=3)[C:16]=2[O:26][CH3:27])O)=[CH:11][C:10]2[CH:28]=[CH:29][CH:30]=[CH:31][C:9]1=2.CO.O, predict the reaction product. The product is: [Br:25][C:23]1[C:22]2[C:17](=[CH:18][CH:19]=[CH:20][CH:21]=2)[C:16]([O:26][CH3:27])=[C:15]([CH2:13][C:12]2[S:8][C:9]3[CH:31]=[CH:30][CH:29]=[CH:28][C:10]=3[CH:11]=2)[CH:24]=1.